This data is from Peptide-MHC class I binding affinity with 185,985 pairs from IEDB/IMGT. The task is: Regression. Given a peptide amino acid sequence and an MHC pseudo amino acid sequence, predict their binding affinity value. This is MHC class I binding data. (1) The peptide sequence is YLALYNKYKY. The MHC is Patr-B0101 with pseudo-sequence Patr-B0101. The binding affinity (normalized) is 0.243. (2) The peptide sequence is KQGDVFYTA. The MHC is HLA-A02:16 with pseudo-sequence HLA-A02:16. The binding affinity (normalized) is 0.635. (3) The peptide sequence is YVDPLGLLK. The MHC is HLA-A03:01 with pseudo-sequence YFAMYQENVAQTDVDTLYIIYRDYTWAELAYTWY. The binding affinity (normalized) is 0.331. (4) The peptide sequence is LLNLSGVNN. The MHC is HLA-A02:01 with pseudo-sequence HLA-A02:01. The binding affinity (normalized) is 0. (5) The peptide sequence is YSLEYFQFVKK. The MHC is HLA-A11:01 with pseudo-sequence HLA-A11:01. The binding affinity (normalized) is 0.263.